From a dataset of Reaction yield outcomes from USPTO patents with 853,638 reactions. Predict the reaction yield, written as a fraction of the theoretical maximum amount of product (1.0 means a 100% yield; for example, 0.34 means a 34% yield). (1) The reactants are [Br:1][C:2]1[C:7]2[C:8]3[CH:14]=[C:13]([C:15]4[CH:16]=[N:17][N:18]([CH3:20])[CH:19]=4)[CH:12]=[N:11][C:9]=3[NH:10][C:6]=2[CH:5]=[N:4][C:3]=1[C:21]#[N:22].[H-].[Na+].Cl[CH2:26][O:27][CH2:28][CH2:29][Si:30]([CH3:33])([CH3:32])[CH3:31]. The catalyst is CN(C=O)C.O. The yield is 0.540. The product is [Br:1][C:2]1[C:7]2[C:8]3[CH:14]=[C:13]([C:15]4[CH:16]=[N:17][N:18]([CH3:20])[CH:19]=4)[CH:12]=[N:11][C:9]=3[N:10]([CH2:26][O:27][CH2:28][CH2:29][Si:30]([CH3:33])([CH3:32])[CH3:31])[C:6]=2[CH:5]=[N:4][C:3]=1[C:21]#[N:22]. (2) The reactants are [CH:1]1([C:4](=O)[CH:5]([CH3:13])[C:6](=O)[C:7]([O:9][CH2:10][CH3:11])=[O:8])[CH2:3][CH2:2]1.[C:15]([O:19][C:20]([CH3:23])([CH3:22])[CH3:21])(=[O:18])[NH:16][NH2:17]. The catalyst is C(O)C. The product is [CH:1]1([C:4]2[N:16]([C:15]([O:19][C:20]([CH3:23])([CH3:22])[CH3:21])=[O:18])[N:17]=[C:6]([C:7]([O:9][CH2:10][CH3:11])=[O:8])[C:5]=2[CH3:13])[CH2:3][CH2:2]1.[CH:1]1([C:4]2[C:5]([CH3:13])=[C:6]([C:7]([O:9][CH2:10][CH3:11])=[O:8])[N:16]([C:15]([O:19][C:20]([CH3:23])([CH3:22])[CH3:21])=[O:18])[N:17]=2)[CH2:3][CH2:2]1. The yield is 0.950. (3) The product is [CH3:18][O:17][C:15](=[O:16])[CH:14]([N:5]([CH2:6][C:7]1[CH:12]=[CH:11][CH:10]=[CH:9][CH:8]=1)[CH3:4])[C:19]([O:21][CH3:22])=[O:20]. The reactants are C(#N)C.[CH3:4][NH:5][CH2:6][C:7]1[CH:12]=[CH:11][CH:10]=[CH:9][CH:8]=1.Br[CH:14]([C:19]([O:21][CH3:22])=[O:20])[C:15]([O:17][CH3:18])=[O:16]. The catalyst is C1(C)C=CC=CC=1. The yield is 0.960. (4) The reactants are [F:1][C:2]1[CH:3]=[CH:4][C:5]([NH2:8])=[N:6][CH:7]=1.C[Si]([N-][Si](C)(C)C)(C)C.[K+].[C:19]([C:21]1[CH:22]=[C:23]([CH:28]=[C:29]([O:31][C:32]2[CH:33]=[N:34][CH:35]=[N:36][CH:37]=2)[CH:30]=1)[C:24](OC)=[O:25])#[N:20]. The catalyst is C1COCC1. The product is [C:19]([C:21]1[CH:22]=[C:23]([CH:28]=[C:29]([O:31][C:32]2[CH:37]=[N:36][CH:35]=[N:34][CH:33]=2)[CH:30]=1)[C:24]([NH:8][C:5]1[CH:4]=[CH:3][C:2]([F:1])=[CH:7][N:6]=1)=[O:25])#[N:20]. The yield is 0.100. (5) The reactants are [F:1][C:2]1[CH:3]=[CH:4][C:5]([O:25][CH3:26])=[C:6]([C@H:8]2[CH2:12][CH2:11][CH2:10][N:9]2[C:13]2[CH:18]=[CH:17][N:16]3[N:19]=[CH:20][C:21]([C:22](O)=[O:23])=[C:15]3[N:14]=2)[CH:7]=1.[CH:27]1([NH2:30])[CH2:29][CH2:28]1. No catalyst specified. The product is [CH:27]1([NH:30][C:22]([C:21]2[CH:20]=[N:19][N:16]3[CH:17]=[CH:18][C:13]([N:9]4[CH2:10][CH2:11][CH2:12][C@@H:8]4[C:6]4[CH:7]=[C:2]([F:1])[CH:3]=[CH:4][C:5]=4[O:25][CH3:26])=[N:14][C:15]=23)=[O:23])[CH2:29][CH2:28]1. The yield is 0.680.